Predict the reactants needed to synthesize the given product. From a dataset of Full USPTO retrosynthesis dataset with 1.9M reactions from patents (1976-2016). (1) The reactants are: [CH2:1]([NH:6][CH2:7][C:8]1[NH:9][C:10](=[O:18])[C:11]2[CH2:17][O:16][CH2:15][CH2:14][C:12]=2[N:13]=1)[C:2]([CH3:5])([CH3:4])[CH3:3].[F:19][C:20]1[CH:37]=[CH:36][C:23]([C:24]([CH:26]2[CH2:31][CH2:30][N:29]([CH2:32][C:33](O)=[O:34])[CH2:28][CH2:27]2)=[O:25])=[CH:22][CH:21]=1. Given the product [F:19][C:20]1[CH:21]=[CH:22][C:23]([C:24]([CH:26]2[CH2:27][CH2:28][N:29]([CH2:32][C:33]([N:6]([CH2:1][C:2]([CH3:5])([CH3:4])[CH3:3])[CH2:7][C:8]3[NH:9][C:10](=[O:18])[C:11]4[CH2:17][O:16][CH2:15][CH2:14][C:12]=4[N:13]=3)=[O:34])[CH2:30][CH2:31]2)=[O:25])=[CH:36][CH:37]=1, predict the reactants needed to synthesize it. (2) Given the product [OH:8][C:9]1[CH:10]=[CH:11][C:12]([CH:15]2[CH2:20][CH2:19][CH2:18][CH:17]([CH2:21][C:22]([O:24][CH2:25][CH3:26])=[O:23])[CH2:16]2)=[CH:13][CH:14]=1, predict the reactants needed to synthesize it. The reactants are: C([O:8][C:9]1[CH:14]=[CH:13][C:12]([CH:15]2[CH2:20][CH2:19][CH2:18][C:17](=[CH:21][C:22]([O:24][CH2:25][CH3:26])=[O:23])[CH2:16]2)=[CH:11][CH:10]=1)C1C=CC=CC=1.NC1C=CC(C2CCC(C(OC)=O)C2)=CC=1. (3) Given the product [F:24][C:19]([F:25])([C:20]([F:21])([F:22])[F:23])[C:18]([F:26])([F:27])[C:17]([F:28])([F:29])[C:16]([F:30])([F:31])[C:15]([F:33])([F:32])[C:14]([F:35])([F:34])[C:13]([F:12])([F:36])[C:2]1[CH:3]=[CH:4][C:5]([OH:8])=[CH:6][CH:7]=1, predict the reactants needed to synthesize it. The reactants are: I[C:2]1[CH:7]=[CH:6][C:5]([O:8]C(=O)C)=[CH:4][CH:3]=1.[F:12][C:13](I)([F:36])[C:14]([F:35])([F:34])[C:15]([F:33])([F:32])[C:16]([F:31])([F:30])[C:17]([F:29])([F:28])[C:18]([F:27])([F:26])[C:19]([F:25])([F:24])[C:20]([F:23])([F:22])[F:21].O.CCOCC. (4) Given the product [CH2:1]([O:3][C:4]([C:6]1[O:7][C:8]2[CH:14]=[CH:13][C:12]([S:17][CH3:16])=[CH:11][C:9]=2[CH:10]=1)=[O:5])[CH3:2], predict the reactants needed to synthesize it. The reactants are: [CH2:1]([O:3][C:4]([C:6]1[O:7][C:8]2[CH:14]=[CH:13][C:12](N)=[CH:11][C:9]=2[CH:10]=1)=[O:5])[CH3:2].[CH3:16][S:17]SC.C(ON=O)(C)(C)C. (5) Given the product [Cl:32][C:33]1[CH:34]=[CH:35][C:36]([O:42][CH2:43][CH2:44][NH:45][C:46]([NH:48][CH2:49][CH3:50])=[O:47])=[C:37]([CH:41]=1)[C:38]([NH:1][CH:2]1[C:8](=[O:9])[NH:7][C:6]2[CH:19]=[CH:20][CH:21]=[CH:22][C:5]=2[C:4]([C:23]2[C:24]([Cl:31])=[CH:25][C:26]([Cl:30])=[CH:27][C:28]=2[Cl:29])=[N:3]1)=[O:40], predict the reactants needed to synthesize it. The reactants are: [NH2:1][CH:2]1[C:8](=[O:9])[N:7](CC2C=CC(OC)=CC=2)[C:6]2[CH:19]=[CH:20][CH:21]=[CH:22][C:5]=2[C:4]([C:23]2[C:28]([Cl:29])=[CH:27][C:26]([Cl:30])=[CH:25][C:24]=2[Cl:31])=[N:3]1.[Cl:32][C:33]1[CH:34]=[CH:35][C:36]([O:42][CH2:43][CH2:44][NH:45][C:46]([NH:48][CH2:49][CH3:50])=[O:47])=[C:37]([CH:41]=1)[C:38]([OH:40])=O.